Dataset: NCI-60 drug combinations with 297,098 pairs across 59 cell lines. Task: Regression. Given two drug SMILES strings and cell line genomic features, predict the synergy score measuring deviation from expected non-interaction effect. (1) Drug 1: CC(CN1CC(=O)NC(=O)C1)N2CC(=O)NC(=O)C2. Drug 2: C1CNP(=O)(OC1)N(CCCl)CCCl. Cell line: HCT116. Synergy scores: CSS=33.5, Synergy_ZIP=3.53, Synergy_Bliss=3.83, Synergy_Loewe=0.203, Synergy_HSA=4.81. (2) Drug 1: CN1CCC(CC1)COC2=C(C=C3C(=C2)N=CN=C3NC4=C(C=C(C=C4)Br)F)OC. Drug 2: C1=CC(=CC=C1CC(C(=O)O)N)N(CCCl)CCCl.Cl. Cell line: MDA-MB-435. Synergy scores: CSS=-0.00900, Synergy_ZIP=2.75, Synergy_Bliss=2.74, Synergy_Loewe=-6.39, Synergy_HSA=-3.29. (3) Drug 1: C1=CC=C(C(=C1)C(C2=CC=C(C=C2)Cl)C(Cl)Cl)Cl. Drug 2: C1C(C(OC1N2C=NC(=NC2=O)N)CO)O. Cell line: UACC-257. Synergy scores: CSS=-1.29, Synergy_ZIP=1.17, Synergy_Bliss=0.221, Synergy_Loewe=-1.66, Synergy_HSA=-2.70. (4) Drug 1: C1CC(C1)(C(=O)O)C(=O)O.[NH2-].[NH2-].[Pt+2]. Drug 2: CC1=C(C=C(C=C1)C(=O)NC2=CC(=CC(=C2)C(F)(F)F)N3C=C(N=C3)C)NC4=NC=CC(=N4)C5=CN=CC=C5. Cell line: HOP-92. Synergy scores: CSS=-1.08, Synergy_ZIP=-0.906, Synergy_Bliss=1.73, Synergy_Loewe=-5.38, Synergy_HSA=-4.66. (5) Synergy scores: CSS=24.3, Synergy_ZIP=-8.51, Synergy_Bliss=-1.64, Synergy_Loewe=-5.19, Synergy_HSA=1.86. Drug 2: CCC1=C2CN3C(=CC4=C(C3=O)COC(=O)C4(CC)O)C2=NC5=C1C=C(C=C5)O. Cell line: SK-MEL-2. Drug 1: C1=CC(=CC=C1CCC2=CNC3=C2C(=O)NC(=N3)N)C(=O)NC(CCC(=O)O)C(=O)O. (6) Drug 1: CC1C(C(CC(O1)OC2CC(CC3=C2C(=C4C(=C3O)C(=O)C5=C(C4=O)C(=CC=C5)OC)O)(C(=O)C)O)N)O.Cl. Drug 2: C(CC(=O)O)C(=O)CN.Cl. Cell line: IGROV1. Synergy scores: CSS=31.6, Synergy_ZIP=-2.71, Synergy_Bliss=0.201, Synergy_Loewe=-29.8, Synergy_HSA=1.19. (7) Drug 1: C1=CC(=CC=C1CC(C(=O)O)N)N(CCCl)CCCl.Cl. Drug 2: CC1C(C(CC(O1)OC2CC(CC3=C2C(=C4C(=C3O)C(=O)C5=CC=CC=C5C4=O)O)(C(=O)C)O)N)O. Cell line: COLO 205. Synergy scores: CSS=55.4, Synergy_ZIP=-4.89, Synergy_Bliss=-5.29, Synergy_Loewe=-21.7, Synergy_HSA=-6.62. (8) Drug 2: C1=CN(C=N1)CC(O)(P(=O)(O)O)P(=O)(O)O. Drug 1: C1CCN(CC1)CCOC2=CC=C(C=C2)C(=O)C3=C(SC4=C3C=CC(=C4)O)C5=CC=C(C=C5)O. Cell line: HCT116. Synergy scores: CSS=-0.105, Synergy_ZIP=1.77, Synergy_Bliss=-1.80, Synergy_Loewe=-3.38, Synergy_HSA=-6.08.